This data is from Reaction yield outcomes from USPTO patents with 853,638 reactions. The task is: Predict the reaction yield, written as a fraction of the theoretical maximum amount of product (1.0 means a 100% yield; for example, 0.34 means a 34% yield). (1) The reactants are O[C@@H:2]1[C@H:6]([CH2:7][CH:8]=[CH:9][CH2:10][CH2:11][CH2:12][C:13]([OH:15])=[O:14])[C@@H:5](/[CH:16]=[CH:17]/[C@@H:18]([O:27][CH:28]2[CH2:33][CH2:32][CH2:31][CH2:30][O:29]2)[CH2:19]CC2C=CC=CC=2)[C@H:4]([O:34][CH:35]2[CH2:40][CH2:39][CH2:38][CH2:37][O:36]2)[CH2:3]1.C(N(CC)C(C)C)(C)C.[C:50](Cl)(=O)[C:51]1[CH:56]=[CH:55][CH:54]=[CH:53][CH:52]=1. The catalyst is ClCCl.CN(C)C1C=CN=CC=1. The product is [C:51]1([CH2:50][CH2:19][C@H:18]([O:27][CH:28]2[CH2:33][CH2:32][CH2:31][CH2:30][O:29]2)/[CH:17]=[CH:16]/[C@@H:5]2[C@@H:6]3[C@@H:2]([O:14][C:13](=[O:15])[CH2:12][CH2:11][CH2:10][CH:9]=[CH:8][CH2:7]3)[CH2:3][C@H:4]2[O:34][CH:35]2[CH2:40][CH2:39][CH2:38][CH2:37][O:36]2)[CH:56]=[CH:55][CH:54]=[CH:53][CH:52]=1. The yield is 0.586. (2) The reactants are Br[C:2]1[CH:3]=[C:4]2[CH2:10][CH2:9][NH:8][C:5]2=[N:6][CH:7]=1.[CH:11]1([C:15]2[CH:20]=[CH:19][C:18](B(O)O)=[C:17]([F:24])[C:16]=2[O:25][CH3:26])[CH2:14][CH2:13][CH2:12]1.C(=O)([O-])[O-].[K+].[K+].N#N. The catalyst is CCOC(C)=O.O.C1(C)C=CC=CC=1.CN(C=O)C. The product is [CH:11]1([C:15]2[CH:20]=[CH:19][C:18]([C:2]3[CH:3]=[C:4]4[CH2:10][CH2:9][NH:8][C:5]4=[N:6][CH:7]=3)=[C:17]([F:24])[C:16]=2[O:25][CH3:26])[CH2:12][CH2:13][CH2:14]1. The yield is 0.810. (3) The reactants are [CH2:1]([N:8]([CH2:20][C:21]1[CH:26]=[CH:25][CH:24]=[CH:23][CH:22]=1)[CH:9]1[CH2:14][CH2:13][CH:12]([C:15]([O:17]CC)=[O:16])[CH2:11][CH2:10]1)[C:2]1[CH:7]=[CH:6][CH:5]=[CH:4][CH:3]=1.OS(O)(=O)=O.[OH-].[Na+]. The catalyst is O. The product is [CH2:20]([N:8]([CH2:1][C:2]1[CH:7]=[CH:6][CH:5]=[CH:4][CH:3]=1)[CH:9]1[CH2:14][CH2:13][CH:12]([C:15]([OH:17])=[O:16])[CH2:11][CH2:10]1)[C:21]1[CH:22]=[CH:23][CH:24]=[CH:25][CH:26]=1. The yield is 0.850. (4) The reactants are [OH:1][C:2]1[CH:11]=[CH:10][C:5]2[CH2:6][O:7][B:8]([OH:9])[C:4]=2[CH:3]=1.[H-].[Na+].Br[CH:15]([CH3:17])[CH3:16].Cl. The catalyst is CN(C=O)C. The yield is 0.615. The product is [CH:15]([O:1][C:2]1[CH:11]=[CH:10][C:5]2[CH2:6][O:7][B:8]([OH:9])[C:4]=2[CH:3]=1)([CH3:17])[CH3:16]. (5) The reactants are O(C)[Na].Br.Br.[NH:6]1[CH2:11][CH2:10][CH:9]([NH:12][C:13]2[NH:17][C:16]3[CH:18]=[CH:19][CH:20]=[CH:21][C:15]=3[N:14]=2)[CH2:8][CH2:7]1.[C:22](O[C:22]([O:24][C:25]([CH3:28])([CH3:27])[CH3:26])=[O:23])([O:24][C:25]([CH3:28])([CH3:27])[CH3:26])=[O:23]. The catalyst is CO. The product is [NH:17]1[C:16]2[CH:18]=[CH:19][CH:20]=[CH:21][C:15]=2[N:14]=[C:13]1[NH:12][CH:9]1[CH2:8][CH2:7][N:6]([C:22]([O:24][C:25]([CH3:28])([CH3:27])[CH3:26])=[O:23])[CH2:11][CH2:10]1. The yield is 0.552. (6) The reactants are [N:1]1[C:5]2[CH:6]=[CH:7][CH:8]=[CH:9][C:4]=2[NH:3][C:2]=1[CH2:10][C:11]#[N:12].[F:13][C:14]1[CH:28]=[CH:27][C:17]([CH2:18][CH:19]([C:24]([CH3:26])=O)[C:20](OC)=[O:21])=[CH:16][CH:15]=1.C([O-])(=O)C.[NH4+]. The catalyst is O. The product is [F:13][C:14]1[CH:15]=[CH:16][C:17]([CH2:18][C:19]2[C:20](=[O:21])[N:3]3[C:2]([NH:1][C:5]4[CH:6]=[CH:7][CH:8]=[CH:9][C:4]=43)=[C:10]([C:11]#[N:12])[C:24]=2[CH3:26])=[CH:27][CH:28]=1. The yield is 0.850. (7) The reactants are [OH:1][C:2]1[CH:11]=[CH:10][C:5]([C:6]([O:8][CH3:9])=[O:7])=[CH:4][C:3]=1[CH3:12].[F:13][CH:14]([F:17])[CH2:15]O.C1(P(C2C=CC=CC=2)C2C=CC=CC=2)C=CC=CC=1.N(C(OCC)=O)=NC(OCC)=O. The catalyst is C1COCC1. The product is [F:13][CH:14]([F:17])[CH2:15][O:1][C:2]1[CH:11]=[CH:10][C:5]([C:6]([O:8][CH3:9])=[O:7])=[CH:4][C:3]=1[CH3:12]. The yield is 0.900.